Dataset: Peptide-MHC class II binding affinity with 134,281 pairs from IEDB. Task: Regression. Given a peptide amino acid sequence and an MHC pseudo amino acid sequence, predict their binding affinity value. This is MHC class II binding data. (1) The peptide sequence is GPRSLTTLLRALGAQ. The MHC is DRB5_0101 with pseudo-sequence DRB5_0101. The binding affinity (normalized) is 0.489. (2) The peptide sequence is DFQEFAKLLFTNPVK. The MHC is HLA-DQA10501-DQB10301 with pseudo-sequence HLA-DQA10501-DQB10301. The binding affinity (normalized) is 0.448. (3) The peptide sequence is KASNPNYLAILVKYV. The MHC is HLA-DQA10201-DQB10202 with pseudo-sequence HLA-DQA10201-DQB10202. The binding affinity (normalized) is 0.205. (4) The peptide sequence is ATTANVPPADKYKTF. The MHC is DRB1_1101 with pseudo-sequence DRB1_1101. The binding affinity (normalized) is 0.0409. (5) The peptide sequence is NVGFKAAVAAAASVP. The MHC is DRB3_0101 with pseudo-sequence DRB3_0101. The binding affinity (normalized) is 0.136.